This data is from Catalyst prediction with 721,799 reactions and 888 catalyst types from USPTO. The task is: Predict which catalyst facilitates the given reaction. (1) Reactant: N#N.[CH3:3][C:4]1[O:5][C:6]([C:12]2[CH:13]=[C:14]([CH3:18])[CH:15]=[CH:16][CH:17]=2)=[C:7]([C:9]([OH:11])=O)[N:8]=1.C1C=CC2N(O)N=NC=2C=1.CCN=C=NCCCN(C)C.Cl.CCN(C(C)C)C(C)C.Cl.[NH2:51][C:52]1[N:53]=[C:54]([CH2:57][C:58]2[O:62][C:61]([C:63](=[O:65])[CH3:64])=[CH:60][CH:59]=2)[S:55][CH:56]=1. Product: [C:63]([C:61]1[O:62][C:58]([CH2:57][C:54]2[S:55][CH:56]=[C:52]([NH:51][C:9]([C:7]3[N:8]=[C:4]([CH3:3])[O:5][C:6]=3[C:12]3[CH:13]=[C:14]([CH3:18])[CH:15]=[CH:16][CH:17]=3)=[O:11])[N:53]=2)=[CH:59][CH:60]=1)(=[O:65])[CH3:64]. The catalyst class is: 64. (2) Reactant: C(=O)([O-])[O-].[K+].[K+].[C:7]1([OH:13])[CH:12]=[CH:11][CH:10]=[CH:9][CH:8]=1.Br[CH2:15][CH2:16][CH2:17][Cl:18]. Product: [Cl:18][CH2:17][CH2:16][CH2:15][O:13][C:7]1[CH:12]=[CH:11][CH:10]=[CH:9][CH:8]=1. The catalyst class is: 21. (3) Reactant: [C:1]([C@@H:4]([NH:8][C:9]([C:11]1[S:27][C:14]2=[N:15][C:16]3[CH2:17][CH2:18][CH:19]([C:23]([CH3:26])([CH3:25])[CH3:24])[CH2:20][C:21]=3[CH:22]=[C:13]2[CH:12]=1)=[O:10])[CH:5]([CH3:7])[CH3:6])(=O)[NH2:2].O=P(Cl)(Cl)Cl. Product: [C:1]([C@@H:4]([NH:8][C:9]([C:11]1[S:27][C:14]2=[N:15][C:16]3[CH2:17][CH2:18][CH:19]([C:23]([CH3:24])([CH3:26])[CH3:25])[CH2:20][C:21]=3[CH:22]=[C:13]2[CH:12]=1)=[O:10])[CH:5]([CH3:7])[CH3:6])#[N:2]. The catalyst class is: 436. (4) Reactant: [I:1][C:2]1[CH:3]=[C:4]([N:8]2[C:12](=[O:13])[CH2:11][NH:10][C:9]2=[O:14])[CH:5]=[CH:6][CH:7]=1.C(N(CC)C(C)C)(C)C.[CH3:24][S:25](Cl)(=[O:27])=[O:26]. Product: [I:1][C:2]1[CH:3]=[C:4]([N:8]2[C:12](=[O:13])[CH2:11][N:10]([S:25]([CH3:24])(=[O:27])=[O:26])[C:9]2=[O:14])[CH:5]=[CH:6][CH:7]=1. The catalyst class is: 2.